From a dataset of Reaction yield outcomes from USPTO patents with 853,638 reactions. Predict the reaction yield, written as a fraction of the theoretical maximum amount of product (1.0 means a 100% yield; for example, 0.34 means a 34% yield). (1) The reactants are [Br:1][C:2]1[C:3](Cl)=[N:4][C:5](Cl)=[N:6][CH:7]=1.[F:10][C:11]([F:17])([F:16])[CH2:12][CH2:13][CH2:14][OH:15].[F:18][C:19]([F:25])([F:24])S(O)(=O)=O. The catalyst is O. The product is [Br:1][C:2]1[C:3]([O:15][CH2:14][CH2:13][CH2:12][C:19]([F:25])([F:24])[F:18])=[N:4][C:5]([O:15][CH2:14][CH2:13][CH2:12][C:11]([F:17])([F:16])[F:10])=[N:6][CH:7]=1. The yield is 0.340. (2) The reactants are C[O:2][C:3]([C:5]1[N:6]=[CH:7][C:8]2[C:13]([CH:14]=1)=[CH:12][C:11]([F:15])=[CH:10][CH:9]=2)=O.[NH2:16][NH2:17]. The catalyst is C(O)C. The product is [F:15][C:11]1[CH:12]=[C:13]2[C:8](=[CH:9][CH:10]=1)[CH:7]=[N:6][C:5]([C:3]([NH:16][NH2:17])=[O:2])=[CH:14]2. The yield is 0.840.